This data is from Forward reaction prediction with 1.9M reactions from USPTO patents (1976-2016). The task is: Predict the product of the given reaction. Given the reactants [NH2:1][C:2]1[CH:7]=[CH:6][C:5]([N:8]2[C:14](=[O:15])[CH2:13][C:12](=[O:16])[NH:11][C:10]3[C:17]4[C:22]([CH:23]=[CH:24][C:9]2=3)=[CH:21][CH:20]=[CH:19][CH:18]=4)=[CH:4][CH:3]=1.[Cl:25][C:26]1[CH:36]=[CH:35][C:29]([CH2:30][S:31](Cl)(=[O:33])=[O:32])=[CH:28][CH:27]=1, predict the reaction product. The product is: [Cl:25][C:26]1[CH:27]=[CH:28][C:29]([CH2:30][S:31]([NH:1][C:2]2[CH:7]=[CH:6][C:5]([N:8]3[C:14](=[O:15])[CH2:13][C:12](=[O:16])[NH:11][C:10]4[C:17]5[C:22]([CH:23]=[CH:24][C:9]3=4)=[CH:21][CH:20]=[CH:19][CH:18]=5)=[CH:4][CH:3]=2)(=[O:33])=[O:32])=[CH:35][CH:36]=1.